From a dataset of Reaction yield outcomes from USPTO patents with 853,638 reactions. Predict the reaction yield, written as a fraction of the theoretical maximum amount of product (1.0 means a 100% yield; for example, 0.34 means a 34% yield). (1) The reactants are [F:1][C:2]1[CH:7]=[C:6](I)[CH:5]=[CH:4][C:3]=1[N:9]1[C:13]([CH3:14])=[CH:12][CH:11]=[C:10]1[CH3:15].[F:16][C:17]1[CH:24]=[CH:23][C:20]([CH2:21][OH:22])=[CH:19][CH:18]=1.C(=O)([O-])[O-].[Cs+].[Cs+].N1C2C(=CC=C3C=2N=CC=C3)C=CC=1. The catalyst is C1(C)C=CC=CC=1. The product is [F:1][C:2]1[CH:7]=[C:6]([O:22][CH2:21][C:20]2[CH:23]=[CH:24][C:17]([F:16])=[CH:18][CH:19]=2)[CH:5]=[CH:4][C:3]=1[N:9]1[C:13]([CH3:14])=[CH:12][CH:11]=[C:10]1[CH3:15]. The yield is 0.750. (2) The reactants are [C:1]([C:3]1[CH:4]=[CH:5][C:6]2[O:11][C@:10]([CH3:17])([CH:12]([O:15][CH3:16])[O:13][CH3:14])[C@H:9]3[O:18][C@H:8]3[C:7]=2[CH:19]=1)#[N:2].[Cl:20][C:21]1[CH:26]=[CH:25][C:24]([NH:27][CH2:28][C:29]2[NH:30][CH:31]=[CH:32][N:33]=2)=[CH:23][CH:22]=1. No catalyst specified. The product is [C:1]([C:3]1[CH:4]=[CH:5][C:6]2[O:11][C@:10]([CH3:17])([CH:12]([O:15][CH3:16])[O:13][CH3:14])[C@@H:9]([OH:18])[C@H:8]([N:27]([C:24]3[CH:25]=[CH:26][C:21]([Cl:20])=[CH:22][CH:23]=3)[CH2:28][C:29]3[NH:30][CH:31]=[CH:32][N:33]=3)[C:7]=2[CH:19]=1)#[N:2]. The yield is 0.280. (3) The yield is 0.750. The product is [F:32][C@H:2]1[C@H:7]([C:8]2[CH:13]=[CH:12][C:11]([OH:14])=[CH:10][CH:9]=2)[CH2:6][CH2:5][N:4]([C:15]([O:17][C:18]([CH3:21])([CH3:20])[CH3:19])=[O:16])[CH2:3]1. The reactants are O[C@H:2]1[C@H:7]([C:8]2[CH:13]=[CH:12][C:11]([OH:14])=[CH:10][CH:9]=2)[CH2:6][CH2:5][N:4]([C:15]([O:17][C:18]([CH3:21])([CH3:20])[CH3:19])=[O:16])[CH2:3]1.COCCN(S(F)(F)[F:32])CCOC.C1(C)C=CC=CC=1.[Cl-].[NH4+]. The catalyst is C(#N)C. (4) The reactants are S(=O)(=O)(O)O.[NH2:6][C:7]1[C:16]([Cl:17])=[CH:15][CH:14]=[CH:13][C:8]=1[C:9]([O:11][CH3:12])=[O:10].OO.[OH-:20].[Na+].C(=O)([O-])O.[Na+].[OH2:27]. The catalyst is S([O-])(O)(=O)=O.C([N+](CCCC)(CCCC)CCCC)CCC.C1(C)C=CC=CC=1.O[W](O)(=O)=O. The product is [Cl:17][C:16]1[C:7]([N+:6]([O-:27])=[O:20])=[C:8]([CH:13]=[CH:14][CH:15]=1)[C:9]([O:11][CH3:12])=[O:10]. The yield is 0.720.